Dataset: NCI-60 drug combinations with 297,098 pairs across 59 cell lines. Task: Regression. Given two drug SMILES strings and cell line genomic features, predict the synergy score measuring deviation from expected non-interaction effect. (1) Drug 1: C1C(C(OC1N2C=C(C(=O)NC2=O)F)CO)O. Drug 2: C1CC(=O)NC(=O)C1N2C(=O)C3=CC=CC=C3C2=O. Cell line: HT29. Synergy scores: CSS=14.9, Synergy_ZIP=-3.70, Synergy_Bliss=2.29, Synergy_Loewe=-16.9, Synergy_HSA=1.61. (2) Drug 1: CC1=C(C(CCC1)(C)C)C=CC(=CC=CC(=CC(=O)O)C)C. Drug 2: C(CN)CNCCSP(=O)(O)O. Cell line: UACC-257. Synergy scores: CSS=10.3, Synergy_ZIP=-3.68, Synergy_Bliss=-1.21, Synergy_Loewe=-14.4, Synergy_HSA=-1.51.